This data is from CYP3A4 inhibition data for predicting drug metabolism from PubChem BioAssay. The task is: Regression/Classification. Given a drug SMILES string, predict its absorption, distribution, metabolism, or excretion properties. Task type varies by dataset: regression for continuous measurements (e.g., permeability, clearance, half-life) or binary classification for categorical outcomes (e.g., BBB penetration, CYP inhibition). Dataset: cyp3a4_veith. (1) The compound is COC(=O)c1ccccc1NC(=O)c1cc2nc(C3CC3)cc(C(F)(F)F)n2n1. The result is 0 (non-inhibitor). (2) The compound is O=C(CNc1cccc2ccccc12)N/N=C/C(Br)=C/c1ccccc1. The result is 0 (non-inhibitor). (3) The compound is Cc1cccc(C)c1NC(=O)C(=O)NCc1ccccn1. The result is 0 (non-inhibitor).